Dataset: Forward reaction prediction with 1.9M reactions from USPTO patents (1976-2016). Task: Predict the product of the given reaction. (1) Given the reactants C(CCNC(=O)[CH2:7][N:8]1[CH:12]=[C:11]([C:13]2[CH:22]=[CH:21][CH:20]=[C:19]3[C:14]=2[CH2:15][CH2:16][CH2:17][N:18]3[C:23](=[O:36])[CH2:24][CH2:25][CH2:26][O:27][C:28]2[CH:33]=[CH:32][CH:31]=[C:30]([CH3:34])[C:29]=2[CH3:35])[CH:10]=[N:9]1)#N.N[CH2:39][CH2:40][C:41]#N.[NH2:43][CH2:44][CH2:45][NH:46][C:47](=[O:53])[O:48][C:49]([CH3:52])([CH3:51])[CH3:50], predict the reaction product. The product is: [CH3:35][C:29]1[C:30]([CH3:34])=[CH:31][CH:32]=[CH:33][C:28]=1[O:27][CH2:26][CH2:25][CH2:24][C:23]([N:18]1[C:19]2[C:14](=[C:13]([C:11]3[CH:10]=[N:9][N:8]([CH2:7][C:39]4[CH:30]=[C:29]([CH:35]=[CH:41][CH:40]=4)[C:28]([NH:43][CH2:44][CH2:45][NH:46][C:47](=[O:53])[O:48][C:49]([CH3:50])([CH3:52])[CH3:51])=[O:27])[CH:12]=3)[CH:22]=[CH:21][CH:20]=2)[CH2:15][CH2:16][CH2:17]1)=[O:36]. (2) Given the reactants [CH2:1](I)[CH3:2].BrC(C)C.C[C:9]1([CH3:19])[CH:18]=[CH:17][C:16]2[C:11](=[CH:12][CH:13]=[CH:14][CH:15]=2)[NH:10]1.C([O-])([O-])=[O:21].[K+].[K+], predict the reaction product. The product is: [CH2:1]([O:21][C:12]1[CH:13]=[CH:14][CH:15]=[C:16]2[C:11]=1[N:10]=[C:9]([CH3:19])[CH:18]=[CH:17]2)[CH3:2].